This data is from Catalyst prediction with 721,799 reactions and 888 catalyst types from USPTO. The task is: Predict which catalyst facilitates the given reaction. Reactant: [N:1]1([CH2:6][CH2:7][O:8][C:9]2[CH:14]=[CH:13][C:12]([NH:15][CH2:16][C:17]3[CH:22]=[CH:21][CH:20]=[CH:19][C:18]=3[O:23][CH:24]3[CH2:29][CH2:28][CH2:27][CH2:26][O:25]3)=[CH:11][CH:10]=2)[CH2:5][CH2:4][CH2:3][CH2:2]1.C(N(CC)CC)C.[C:37]1([CH3:49])[CH:42]=[C:41]([CH3:43])[CH:40]=[C:39]([CH3:44])[C:38]=1[S:45](Cl)(=[O:47])=[O:46].[N-]=C=O.C(O)C(N)(CO)CO. Product: [CH3:49][C:37]1[CH:42]=[C:41]([CH3:43])[CH:40]=[C:39]([CH3:44])[C:38]=1[S:45]([N:15]([C:12]1[CH:11]=[CH:10][C:9]([O:8][CH2:7][CH2:6][N:1]2[CH2:2][CH2:3][CH2:4][CH2:5]2)=[CH:14][CH:13]=1)[CH2:16][C:17]1[CH:22]=[CH:21][CH:20]=[CH:19][C:18]=1[O:23][CH:24]1[CH2:29][CH2:28][CH2:27][CH2:26][O:25]1)(=[O:46])=[O:47]. The catalyst class is: 2.